Predict the reactants needed to synthesize the given product. From a dataset of Full USPTO retrosynthesis dataset with 1.9M reactions from patents (1976-2016). (1) Given the product [Cl:13][C:5]1[C:4]2[CH:3]=[CH:2][O:1][C:9]=2[CH:8]=[CH:7][N:6]=1, predict the reactants needed to synthesize it. The reactants are: [O:1]1[C:9]2[CH:8]=[CH:7][NH:6][C:5](=O)[C:4]=2[CH:3]=[CH:2]1.O=P(Cl)(Cl)[Cl:13]. (2) Given the product [CH2:14]1[O:15][C:16]2([CH2:21][CH2:20][C:19]([OH:22])([C:7]3[CH:8]=[N:9][CH:10]=[CH:11][CH:12]=3)[CH2:18][CH2:17]2)[O:23][CH2:13]1, predict the reactants needed to synthesize it. The reactants are: [Li]CCCC.Br[C:7]1[CH:8]=[N:9][CH:10]=[CH:11][CH:12]=1.[CH2:13]1[O:23][C:16]2([CH2:21][CH2:20][C:19](=[O:22])[CH2:18][CH2:17]2)[O:15][CH2:14]1. (3) The reactants are: CO[C:3]([C:5]1[CH:9]=[C:8]([O:10][CH2:11][C:12]2[C:13]([C:18]3[CH:23]=[CH:22][C:21]([F:24])=[CH:20][N:19]=3)=[N:14][O:15][C:16]=2[CH3:17])[N:7]([CH3:25])[N:6]=1)=[O:4].C[O:27][C:28]([C:30]1[CH:34]=C(OCC2C(C3C=CC=CN=3)=NOC=2C)N(C)[N:31]=1)=O. Given the product [OH:27][CH2:28][C@@H:30]([NH:31][C:3]([C:5]1[CH:9]=[C:8]([O:10][CH2:11][C:12]2[C:13]([C:18]3[CH:23]=[CH:22][C:21]([F:24])=[CH:20][N:19]=3)=[N:14][O:15][C:16]=2[CH3:17])[N:7]([CH3:25])[N:6]=1)=[O:4])[CH3:34], predict the reactants needed to synthesize it. (4) Given the product [N:33]1([C:15]([N:13]2[CH2:14][CH:9]([C:6]3[CH:5]=[CH:4][C:3]([C:2]([F:32])([F:31])[F:1])=[CH:8][CH:7]=3)[CH2:10][CH:11]([C:27]([O:29][CH3:30])=[O:28])[CH2:12]2)=[O:16])[CH2:38][CH2:37][S:36][CH2:35][CH2:34]1, predict the reactants needed to synthesize it. The reactants are: [F:1][C:2]([F:32])([F:31])[C:3]1[CH:8]=[CH:7][C:6]([CH:9]2[CH2:14][N:13]([C:15](OC3C=CC([N+]([O-])=O)=CC=3)=[O:16])[CH2:12][CH:11]([C:27]([O:29][CH3:30])=[O:28])[CH2:10]2)=[CH:5][CH:4]=1.[NH:33]1[CH2:38][CH2:37][S:36][CH2:35][CH2:34]1.C(=O)([O-])[O-].[K+].[K+]. (5) Given the product [NH2:32][C:14]1[N:9]([C:3]2[C:2]([Cl:1])=[CH:7][CH:6]=[CH:5][C:4]=2[Cl:8])[C:10](=[O:28])[CH:11]=[CH:12][C:13]=1[C:19](=[O:27])[C:20]1[CH:25]=[CH:24][C:23]([F:26])=[CH:22][CH:21]=1, predict the reactants needed to synthesize it. The reactants are: [Cl:1][C:2]1[CH:7]=[CH:6][CH:5]=[C:4]([Cl:8])[C:3]=1[N:9]1[C:14](S(CC)=O)=[C:13]([C:19](=[O:27])[C:20]2[CH:25]=[CH:24][C:23]([F:26])=[CH:22][CH:21]=2)[CH:12]=[CH:11][C:10]1=[O:28].N.C([N:32](CC)CC)C. (6) Given the product [Br:12][C:7]1[C:6]2[NH:1][C:2](=[O:11])[NH:3][C:4](=[O:10])[C:5]=2[S:9][CH:8]=1, predict the reactants needed to synthesize it. The reactants are: [NH:1]1[C:6]2[CH:7]=[CH:8][S:9][C:5]=2[C:4](=[O:10])[NH:3][C:2]1=[O:11].[Br:12]Br. (7) The reactants are: [C:1]1([C:7]2[CH:12]=[C:11]([C:13]3([CH2:19][OH:20])[CH2:18][CH2:17][O:16][CH2:15][CH2:14]3)[CH:10]=[CH:9][C:8]=2[NH:21][C:22]([C:24]2[NH:25][CH:26]=[C:27]([C:29]#[N:30])[N:28]=2)=[O:23])[CH2:6][CH2:5][CH2:4][CH2:3][CH:2]=1.CC(OI1(OC(C)=O)(OC(C)=O)OC(=O)C2C=CC=CC1=2)=O.C([O-])(O)=O.[Na+].[O-]S([O-])(=S)=O.[Na+].[Na+]. Given the product [C:1]1([C:7]2[CH:12]=[C:11]([C:13]3([CH:19]=[O:20])[CH2:14][CH2:15][O:16][CH2:17][CH2:18]3)[CH:10]=[CH:9][C:8]=2[NH:21][C:22]([C:24]2[NH:25][CH:26]=[C:27]([C:29]#[N:30])[N:28]=2)=[O:23])[CH2:6][CH2:5][CH2:4][CH2:3][CH:2]=1, predict the reactants needed to synthesize it.